This data is from Reaction yield outcomes from USPTO patents with 853,638 reactions. The task is: Predict the reaction yield, written as a fraction of the theoretical maximum amount of product (1.0 means a 100% yield; for example, 0.34 means a 34% yield). The yield is 0.980. The reactants are [C:1]([OH:10])(=[O:9])[C@H:2]([C@@H:4]([C:6]([OH:8])=[O:7])[OH:5])[OH:3].[CH2:11]1[NH:16][CH2:15][C@@H:14]([OH:17])[C@H:13]([OH:18])[C@H:12]1[CH2:19][OH:20]. The catalyst is O. The product is [CH2:11]1[NH:16][CH2:15][C@@H:14]([OH:17])[C@H:13]([OH:18])[C@H:12]1[CH2:19][OH:20].[C:6]([C@H:4]([C@@H:2]([C:1]([O-:10])=[O:9])[OH:3])[OH:5])([O-:8])=[O:7].